From a dataset of Full USPTO retrosynthesis dataset with 1.9M reactions from patents (1976-2016). Predict the reactants needed to synthesize the given product. (1) Given the product [N+:56]([C:38]1[CH:37]=[CH:42][C:41]([N:43]2[C:44]3[CH:45]=[CH:46][CH:47]=[CH:48][C:49]=3[C:50]3[C:55]2=[CH:54][CH:53]=[CH:52][CH:51]=3)=[CH:40][C:39]=1[C:23]1[C:24]2[O:25][C:26]3[CH:32]=[CH:31][CH:30]=[CH:29][C:27]=3[C:28]=2[CH:20]=[CH:21][CH:22]=1)([O-:58])=[O:57], predict the reactants needed to synthesize it. The reactants are: [N+](C1C=CC=CC=1C1C2C(=CC=CC=2)C=CC=1)([O-])=O.[CH:20]1[C:28]2[C:27]3[CH:29]=[CH:30][CH:31]=[CH:32][C:26]=3[O:25][C:24]=2[C:23](B(O)O)=[CH:22][CH:21]=1.Br[C:37]1[CH:42]=[C:41]([N:43]2[C:55]3[CH:54]=[CH:53][CH:52]=[CH:51][C:50]=3[C:49]3[C:44]2=[CH:45][CH:46]=[CH:47][CH:48]=3)[CH:40]=[CH:39][C:38]=1[N+:56]([O-:58])=[O:57]. (2) Given the product [CH2:2]([O:3][C:4]([CH:6]1[CH2:12][CH2:11][C:9]2([O:18][C:17]3[CH:19]=[CH:20][C:14]([CH3:13])=[CH:15][C:16]=3[O:10]2)[CH2:8][CH2:7]1)=[O:5])[CH3:1], predict the reactants needed to synthesize it. The reactants are: [CH3:1][CH2:2][O:3][C:4]([CH:6]1[CH2:12][CH2:11][C:9](=[O:10])[CH2:8][CH2:7]1)=[O:5].[CH3:13][C:14]1[CH:15]=[C:16](O)[C:17](=[CH:19][CH:20]=1)[OH:18].CC1C=CC(S(O)(=O)=O)=CC=1.O. (3) Given the product [F:15][C:16]1[CH:24]=[CH:23][C:19]([C:20]([NH:14][C:3]2[S:2][C:6]3[CH2:7][C:8]4[CH:9]=[CH:10][CH:11]=[CH:12][C:13]=4[C:5]=3[N:4]=2)=[O:21])=[CH:18][CH:17]=1, predict the reactants needed to synthesize it. The reactants are: I.[S:2]1[C:6]2[CH2:7][C:8]3[CH:9]=[CH:10][CH:11]=[CH:12][C:13]=3[C:5]=2[N:4]=[C:3]1[NH2:14].[F:15][C:16]1[CH:24]=[CH:23][C:19]([C:20](Cl)=[O:21])=[CH:18][CH:17]=1. (4) Given the product [CH2:25]([N:24]1[C:23](=[O:32])[C:22]2[C:17](=[CH:18][C:19]([Cl:33])=[CH:20][CH:21]=2)[N:16]=[C:15]1[C@H:11]([N:10]1[C:34](=[O:37])[CH2:35][CH2:36][NH:7][CH2:8][CH2:9]1)[CH:12]([CH3:13])[CH3:14])[C:26]1[CH:27]=[CH:28][CH:29]=[CH:30][CH:31]=1, predict the reactants needed to synthesize it. The reactants are: C(OC(=O)[NH:7][CH2:8][CH2:9][N:10]([C:34](=[O:37])[CH:35]=[CH2:36])[C@@H:11]([C:15]1[N:24]([CH2:25][C:26]2[CH:31]=[CH:30][CH:29]=[CH:28][CH:27]=2)[C:23](=[O:32])[C:22]2[C:17](=[CH:18][C:19]([Cl:33])=[CH:20][CH:21]=2)[N:16]=1)[CH:12]([CH3:14])[CH3:13])(C)(C)C.C(OC(=O)NCCN[C@@H](C1N(CC2C=CC=CC=2)C(=O)C2C(=CC(Cl)=CC=2)N=1)C(C)C)(C)(C)C. (5) Given the product [CH:1]1([N:7]2[CH2:12][CH2:11][CH2:10][CH:9]([CH2:23][C:24]3[C:33]4[C:28](=[CH:29][CH:30]=[CH:31][CH:32]=4)[CH:27]=[CH:26][C:25]=3[O:34][CH3:35])[C:8]2=[O:13])[CH2:2][CH2:3][CH2:4][CH2:5][CH2:6]1, predict the reactants needed to synthesize it. The reactants are: [CH:1]1([N:7]2[CH2:12][CH2:11][CH2:10][CH2:9][C:8]2=[O:13])[CH2:6][CH2:5][CH2:4][CH2:3][CH2:2]1.[Li+].CC([N-]C(C)C)C.Cl[CH2:23][C:24]1[C:33]2[C:28](=[CH:29][CH:30]=[CH:31][CH:32]=2)[CH:27]=[CH:26][C:25]=1[O:34][CH3:35]. (6) Given the product [F:36][C:27]1[CH:28]=[C:29]([C:32]([OH:35])([CH3:33])[CH3:34])[CH:30]=[CH:31][C:26]=1[C:20]1[S:19][C:18]([NH:17][C:2]2[CH:3]=[CH:4][C:5]([CH2:15][OH:16])=[C:6]([CH2:8][N:9]3[CH2:14][CH2:13][O:12][CH2:11][CH2:10]3)[N:7]=2)=[C:22]([C:23]([NH2:25])=[O:24])[CH:21]=1, predict the reactants needed to synthesize it. The reactants are: Cl[C:2]1[N:7]=[C:6]([CH2:8][N:9]2[CH2:14][CH2:13][O:12][CH2:11][CH2:10]2)[C:5]([CH2:15][OH:16])=[CH:4][CH:3]=1.[NH2:17][C:18]1[S:19][C:20]([C:26]2[CH:31]=[CH:30][C:29]([C:32]([OH:35])([CH3:34])[CH3:33])=[CH:28][C:27]=2[F:36])=[CH:21][C:22]=1[C:23]([NH2:25])=[O:24].